Dataset: Catalyst prediction with 721,799 reactions and 888 catalyst types from USPTO. Task: Predict which catalyst facilitates the given reaction. Reactant: O[C:2]1([CH2:31][C:32]([NH:34][CH3:35])=[O:33])[C:10]2[C:5](=[CH:6][CH:7]=[CH:8][CH:9]=2)[N:4]([CH:11]2[CH2:16][CH2:15][N:14]([C:17]3([CH3:29])[C:27]4=[C:28]5[C:23](=[CH:24][CH:25]=[CH:26]4)[CH:22]=[CH:21][CH:20]=[C:19]5[CH2:18]3)[CH2:13][CH2:12]2)[C:3]1=[O:30].C(N(CC)CC)C.C(N(S(F)(F)[F:49])CC)C. Product: [F:49][C:2]1([CH2:31][C:32]([NH:34][CH3:35])=[O:33])[C:10]2[C:5](=[CH:6][CH:7]=[CH:8][CH:9]=2)[N:4]([CH:11]2[CH2:16][CH2:15][N:14]([C:17]3([CH3:29])[C:27]4=[C:28]5[C:23](=[CH:24][CH:25]=[CH:26]4)[CH:22]=[CH:21][CH:20]=[C:19]5[CH2:18]3)[CH2:13][CH2:12]2)[C:3]1=[O:30]. The catalyst class is: 4.